Regression. Given a peptide amino acid sequence and an MHC pseudo amino acid sequence, predict their binding affinity value. This is MHC class I binding data. From a dataset of Peptide-MHC class I binding affinity with 185,985 pairs from IEDB/IMGT. (1) The peptide sequence is FVRSSPANF. The MHC is HLA-A01:01 with pseudo-sequence HLA-A01:01. The binding affinity (normalized) is 0.0847. (2) The peptide sequence is LEEDIQHFL. The MHC is HLA-B51:01 with pseudo-sequence HLA-B51:01. The binding affinity (normalized) is 0.0847. (3) The peptide sequence is ITPDDGLGLR. The MHC is HLA-A68:01 with pseudo-sequence HLA-A68:01. The binding affinity (normalized) is 0.608.